From a dataset of Full USPTO retrosynthesis dataset with 1.9M reactions from patents (1976-2016). Predict the reactants needed to synthesize the given product. (1) The reactants are: [CH3:1][C@@H:2]1[C@@:7]([C:9]2[CH:10]=[C:11]([OH:15])[CH:12]=[CH:13][CH:14]=2)([CH3:8])[CH2:6][CH2:5][NH:4][CH2:3]1.CN(C(ON1N=[N:31][C:26]2[CH:27]=C[CH:29]=[CH:30][C:25]1=2)=[N+](C)C)C.F[P-](F)(F)(F)(F)F.[CH3:40]CN(CC)CC.Cl.C([O-])(O)=O.[Na+]. Given the product [NH2:31][C@@H:26]([C@@H:25]([CH3:40])[CH2:30][CH3:29])[CH2:27][N:4]1[CH2:5][CH2:6][C@:7]([C:9]2[CH:10]=[C:11]([OH:15])[CH:12]=[CH:13][CH:14]=2)([CH3:8])[C@@H:2]([CH3:1])[CH2:3]1, predict the reactants needed to synthesize it. (2) Given the product [CH2:1]([CH:5]1[CH2:13][C:12]2[C:7](=[C:8]([C:24]3[C:25]4[C:20](=[CH:19][CH:18]=[CH:17][CH:16]=4)[CH:21]=[CH:22][CH:23]=3)[CH:9]=[CH:10][CH:11]=2)[C:6]1=[O:15])[CH2:2][CH2:3][CH3:4], predict the reactants needed to synthesize it. The reactants are: [CH2:1]([CH:5]1[CH2:13][C:12]2[C:7](=[C:8](Cl)[CH:9]=[CH:10][CH:11]=2)[C:6]1=[O:15])[CH2:2][CH2:3][CH3:4].[C:16]1(B(O)O)[C:25]2[C:20](=[CH:21][CH:22]=[CH:23][CH:24]=2)[CH:19]=[CH:18][CH:17]=1.C(=O)([O-])[O-].[Na+].[Na+].O. (3) Given the product [Cl:16][C:17]1[C:18]([CH:9]=[O:10])=[CH:19][C:20]2[O:25][CH:24]([C:26]([N:28]3[CH2:33][CH2:32][C:31]([CH2:36][C:37]4[CH:38]=[CH:39][C:40]([F:43])=[CH:41][CH:42]=4)([C:34]#[N:35])[CH2:30][CH2:29]3)=[O:27])[CH2:23][NH:22][C:21]=2[CH:44]=1, predict the reactants needed to synthesize it. The reactants are: O=P(Cl)(Cl)Cl.CN([CH:9]=[O:10])C.O=P(Cl)(Cl)Cl.[Cl:16][C:17]1[CH:18]=[CH:19][C:20]2[O:25][CH:24]([C:26]([N:28]3[CH2:33][CH2:32][C:31]([CH2:36][C:37]4[CH:42]=[CH:41][C:40]([F:43])=[CH:39][CH:38]=4)([C:34]#[N:35])[CH2:30][CH2:29]3)=[O:27])[CH2:23][NH:22][C:21]=2[CH:44]=1. (4) Given the product [NH2:2][C:1]1[C:3]2[C:4](=[CH:5][C:6]([C:9]3[N:14]=[C:13]([NH:15][CH3:16])[N:12]=[C:11]([N:17]4[C@H:21]([CH3:22])[CH2:20][C@H:19]([C:23]([NH:25][CH2:26][C:27]5[CH:32]=[CH:31][CH:30]=[CH:29][CH:28]=5)=[O:24])[CH2:18]4)[CH:10]=3)=[CH:7][CH:8]=2)[NH:36][N:35]=1, predict the reactants needed to synthesize it. The reactants are: [C:1]([C:3]1[CH:8]=[CH:7][C:6]([C:9]2[N:14]=[C:13]([NH:15][CH3:16])[N:12]=[C:11]([N:17]3[CH:21]([CH3:22])[CH2:20][CH:19]([C:23]([NH:25][CH2:26][C:27]4[CH:32]=[CH:31][CH:30]=[CH:29][CH:28]=4)=[O:24])[CH2:18]3)[CH:10]=2)=[CH:5][C:4]=1F)#[N:2].O.[NH2:35][NH2:36]. (5) Given the product [N:1]([CH2:4][C:5]1[C:6]([NH:18][CH:19]2[CH2:20][CH2:21][N:22]([C:25]([NH2:36])=[O:26])[CH2:23][CH2:24]2)=[C:7]2[CH:15]=[N:14][N:13]([CH2:16][CH3:17])[C:8]2=[N:9][C:10]=1[CH2:11][CH3:12])=[N+:2]=[N-:3], predict the reactants needed to synthesize it. The reactants are: [N:1]([CH2:4][C:5]1[C:6]([NH:18][CH:19]2[CH2:24][CH2:23][N:22]([C:25](OC(C)(C)C)=[O:26])[CH2:21][CH2:20]2)=[C:7]2[CH:15]=[N:14][N:13]([CH2:16][CH3:17])[C:8]2=[N:9][C:10]=1[CH2:11][CH3:12])=[N+:2]=[N-:3].Cl.C([N:36](CC)C(C)C)(C)C.C[Si](N=C=O)(C)C. (6) Given the product [CH3:34][O:33][C:22]1[CH:21]=[C:20]([NH:19][C:2]2[N:3]=[C:4]([NH:17][CH3:18])[C:5]3[CH2:10][CH2:9][CH:8]([C:11]4[CH:16]=[CH:15][CH:14]=[CH:13][CH:12]=4)[C:6]=3[N:7]=2)[CH:25]=[CH:24][C:23]=1[N:26]1[CH:30]=[C:29]([C:31]#[N:32])[N:28]=[CH:27]1, predict the reactants needed to synthesize it. The reactants are: Cl[C:2]1[N:3]=[C:4]([NH:17][CH3:18])[C:5]2[CH2:10][CH2:9][CH:8]([C:11]3[CH:16]=[CH:15][CH:14]=[CH:13][CH:12]=3)[C:6]=2[N:7]=1.[NH2:19][C:20]1[CH:25]=[CH:24][C:23]([N:26]2[CH:30]=[C:29]([C:31]#[N:32])[N:28]=[CH:27]2)=[C:22]([O:33][CH3:34])[CH:21]=1.CC(O)=O.[OH-].[Na+].